This data is from Drug-target binding data from BindingDB using IC50 measurements. The task is: Regression. Given a target protein amino acid sequence and a drug SMILES string, predict the binding affinity score between them. We predict pIC50 (pIC50 = -log10(IC50 in M); higher means more potent). Dataset: bindingdb_ic50. (1) The drug is FC(F)(F)Oc1ccc(Nc2ncnc3c2cnn3CCc2ccccc2)cc1. The target protein sequence is MVDPVGFAEAWKAQFPDSEPPRMELRSVGDIEQELERCKASIRRLEQEVNQERFRMIYLQTLLAKEKKSYDRQRWGFRRAAQAPDGASEPRASASRPQPAPADGADPPPAEEPEARPDGEGSPGKARPGTARRPGAAASGERDDRGPPASVAALRSNFERIRKGHGQPGADAEKPFYVNVEFHHERGLVKVNDKEVSDRISSLGSQAMQMERKKSQHGAGSSVGDASRPPYRGRSSESSCGVDGDYEDAELNPRFLKDNLIDANGGSRPPWPPLEYQPYQSIYVGGMMEGEGKGPLLRSQSTSEQEKRLTWPRRSYSPRSFEDCGGGYTPDCSSNENLTSSEEDFSSGQSSRVSPSPTTYRMFRDKSRSPSQNSQQSFDSSSPPTPQCHKRHRHCPVVVSEATIVGVRKTGQIWPNDGEGAFHGDADGSFGTPPGYGCAADRAEEQRRHQDGLPYIDDSPSSSPHLSSKGRGSRDALVSGALESTKASELDLEKGLEMRK.... The pIC50 is 5.6. (2) The compound is O=c1cc(O)cc2oc(-c3ccc(O)c(-c4c(O)cc(O)c5c(=O)cc(-c6ccc(O)cc6)oc45)c3)cc(O)c1-2. The target protein (P14555) has sequence MKTLLLLAVIMIFGLLQAHGNLVNFHRMIKLTTGKEAALSYGFYGCHCGVGGRGSPKDATDRCCVTHDCCYKRLEKRGCGTKFLSYKFSNSGSRITCAKQDSCRSQLCECDKAAATCFARNKTTYNKKYQYYSNKHCRGSTPRC. The pIC50 is 4.6.